From a dataset of Reaction yield outcomes from USPTO patents with 853,638 reactions. Predict the reaction yield, written as a fraction of the theoretical maximum amount of product (1.0 means a 100% yield; for example, 0.34 means a 34% yield). The reactants are Cl.[CH2:2]([C@@:9]12[CH2:38][CH2:37][C:32]3(OCC[O:33]3)[CH2:31][C@@H:10]1[CH2:11][N:12]([CH3:30])[CH2:13][C:14]1[CH:19]=[C:18]([C:20]([NH:22][C:23]3[C:24]([CH3:29])=[N:25][CH:26]=[CH:27][CH:28]=3)=[O:21])[CH:17]=[CH:16][C:15]=12)[C:3]1[CH:8]=[CH:7][CH:6]=[CH:5][CH:4]=1.C([O-])(O)=O.[Na+]. The catalyst is C1COCC1. The product is [CH2:2]([C@@:9]12[CH2:38][CH2:37][C:32](=[O:33])[CH2:31][C@@H:10]1[CH2:11][N:12]([CH3:30])[CH2:13][C:14]1[CH:19]=[C:18]([C:20]([NH:22][C:23]3[C:24]([CH3:29])=[N:25][CH:26]=[CH:27][CH:28]=3)=[O:21])[CH:17]=[CH:16][C:15]=12)[C:3]1[CH:4]=[CH:5][CH:6]=[CH:7][CH:8]=1.[CH2:2]([C@@:9]12[CH2:38][CH2:37][C@H:32]([OH:33])[CH2:31][C@@H:10]1[CH2:11][N:12]([CH3:30])[CH2:13][C:14]1[CH:19]=[C:18]([C:20]([NH:22][C:23]3[C:24]([CH3:29])=[N:25][CH:26]=[CH:27][CH:28]=3)=[O:21])[CH:17]=[CH:16][C:15]=12)[C:3]1[CH:4]=[CH:5][CH:6]=[CH:7][CH:8]=1. The yield is 0.220.